This data is from Catalyst prediction with 721,799 reactions and 888 catalyst types from USPTO. The task is: Predict which catalyst facilitates the given reaction. (1) Reactant: [OH:1][CH2:2][C:3]1[CH:4]=[C:5]([NH:9][S:10]([C:13]2[CH:18]=[CH:17][C:16]([C:19]3[CH:24]=[CH:23][C:22]([Cl:25])=[CH:21][C:20]=3[Cl:26])=[CH:15][CH:14]=2)(=[O:12])=[O:11])[CH:6]=[CH:7][CH:8]=1.[C:27]([O-])([O-])=O.[K+].[K+].CI.O. Product: [Cl:26][C:20]1[CH:21]=[C:22]([Cl:25])[CH:23]=[CH:24][C:19]=1[C:16]1[CH:15]=[CH:14][C:13]([S:10]([N:9]([C:5]2[CH:6]=[CH:7][CH:8]=[C:3]([CH2:2][OH:1])[CH:4]=2)[CH3:27])(=[O:12])=[O:11])=[CH:18][CH:17]=1. The catalyst class is: 3. (2) Reactant: [CH2:1]([O:3][C:4]([C:6]1([C:9]2[CH:14]=[CH:13][C:12]([C:15]3[CH:20]=[CH:19][C:18]([C:21]4[S:22][C:23]([Cl:29])=[CH:24][C:25]=4C(=O)N)=[CH:17][C:16]=3[O:30][CH3:31])=[CH:11][CH:10]=2)[CH2:8][CH2:7]1)=[O:5])[CH3:2].[F:32][C:33]1[CH:34]=[C:35]([C@H:40]([OH:42])[CH3:41])[CH:36]=[CH:37][C:38]=1[F:39].[N:43]1[CH:48]=CC=CC=1.FC(F)(F)C(OI(C1C=CC=CC=1)OC(=O)C(F)(F)F)=[O:52]. Product: [CH2:1]([O:3][C:4]([C:6]1([C:9]2[CH:10]=[CH:11][C:12]([C:15]3[CH:20]=[CH:19][C:18]([C:21]4[S:22][C:23]([Cl:29])=[CH:24][C:25]=4[NH:43][C:48]([O:42][C@@H:40]([C:35]4[CH:36]=[CH:37][C:38]([F:39])=[C:33]([F:32])[CH:34]=4)[CH3:41])=[O:52])=[CH:17][C:16]=3[O:30][CH3:31])=[CH:13][CH:14]=2)[CH2:8][CH2:7]1)=[O:5])[CH3:2]. The catalyst class is: 11. (3) Reactant: Cl[CH2:2][C:3]([NH:5][C:6]1[CH:11]=[CH:10][C:9]([Cl:12])=[CH:8][CH:7]=1)=[O:4].[CH3:13][O:14][C:15]1[CH:24]=[C:23]2[C:18]([C:19](=[O:37])[CH:20]([C:25]([C:27]3[CH:36]=[CH:35][C:34]4[C:29](=[CH:30][CH:31]=[CH:32][CH:33]=4)[CH:28]=3)=[O:26])[CH:21]=[N:22]2)=[CH:17][N:16]=1.C([O-])([O-])=O.[K+].[K+]. Product: [Cl:12][C:9]1[CH:10]=[CH:11][C:6]([NH:5][C:3](=[O:4])[CH2:2][N:22]2[C:23]3[C:18](=[CH:17][N:16]=[C:15]([O:14][CH3:13])[CH:24]=3)[C:19](=[O:37])[C:20]([C:25]([C:27]3[CH:36]=[CH:35][C:34]4[C:29](=[CH:30][CH:31]=[CH:32][CH:33]=4)[CH:28]=3)=[O:26])=[CH:21]2)=[CH:7][CH:8]=1. The catalyst class is: 3. (4) Reactant: [NH2:1][C:2]1[N:7]=[C:6]([C:8]([NH:10][CH2:11][C:12]2[NH:13][CH:14]=[CH:15][N:16]=2)=[O:9])[CH:5]=[C:4]([C:17]2[O:18][CH:19]=[CH:20][CH:21]=2)[N:3]=1.[H-].[Na+].[CH3:24]I.O. Product: [NH2:1][C:2]1[N:7]=[C:6]([C:8]([NH:10][CH2:11][C:12]2[N:13]([CH3:24])[CH:14]=[CH:15][N:16]=2)=[O:9])[CH:5]=[C:4]([C:17]2[O:18][CH:19]=[CH:20][CH:21]=2)[N:3]=1. The catalyst class is: 3. (5) Reactant: [Cl:1][C:2]1[C:3]([F:28])=[C:4]([CH:8]2[C:12]([C:15]3[CH:20]=[CH:19][C:18]([Cl:21])=[CH:17][C:16]=3[F:22])([C:13]#[N:14])[CH:11]([CH2:23][C:24]([CH3:27])([CH3:26])[CH3:25])[CH2:10][NH:9]2)[CH:5]=[CH:6][CH:7]=1.C(N(C(C)C)CC)(C)C.CN(C1C=CC=CN=1)C.[Cl:47][C:48]1[CH:56]=[CH:55][C:51]([C:52](Cl)=[O:53])=[CH:50][N:49]=1. Product: [Cl:1][C:2]1[C:3]([F:28])=[C:4]([CH:8]2[C:12]([C:15]3[CH:20]=[CH:19][C:18]([Cl:21])=[CH:17][C:16]=3[F:22])([C:13]#[N:14])[CH:11]([CH2:23][C:24]([CH3:25])([CH3:27])[CH3:26])[CH2:10][N:9]2[C:52]([C:51]2[CH:50]=[N:49][C:48]([Cl:47])=[CH:56][CH:55]=2)=[O:53])[CH:5]=[CH:6][CH:7]=1. The catalyst class is: 91. (6) Reactant: [C:1]([N:4]1[CH2:9][CH2:8][C@H:7]([O:10][C:11]2[CH:18]=[CH:17][C:16]([C:19]3[N:24]=[C:23]([NH:25][C:26]4[CH:31]=[CH:30][C:29]([CH:32]5[CH2:37][CH2:36][NH:35][CH2:34][CH2:33]5)=[CH:28][CH:27]=4)[N:22]=[CH:21][N:20]=3)=[CH:15][C:12]=2[C:13]#[N:14])[C:6]([F:39])([F:38])[CH2:5]1)(=[O:3])[CH3:2].C=O.[C:42](O[BH-](OC(=O)C)OC(=O)C)(=O)C.[Na+]. Product: [C:1]([N:4]1[CH2:9][CH2:8][C@H:7]([O:10][C:11]2[CH:18]=[CH:17][C:16]([C:19]3[N:24]=[C:23]([NH:25][C:26]4[CH:31]=[CH:30][C:29]([CH:32]5[CH2:37][CH2:36][N:35]([CH3:42])[CH2:34][CH2:33]5)=[CH:28][CH:27]=4)[N:22]=[CH:21][N:20]=3)=[CH:15][C:12]=2[C:13]#[N:14])[C:6]([F:38])([F:39])[CH2:5]1)(=[O:3])[CH3:2]. The catalyst class is: 5.